Dataset: Full USPTO retrosynthesis dataset with 1.9M reactions from patents (1976-2016). Task: Predict the reactants needed to synthesize the given product. Given the product [Br:29][C:2]1[CH:7]=[CH:6][C:5]([C:8]([N:10]2[CH2:15][CH2:14][O:13][CH2:12][CH2:11]2)=[O:9])=[CH:4][C:3]=1[C:16]([F:19])([F:18])[F:17], predict the reactants needed to synthesize it. The reactants are: N[C:2]1[CH:7]=[CH:6][C:5]([C:8]([N:10]2[CH2:15][CH2:14][O:13][CH2:12][CH2:11]2)=[O:9])=[CH:4][C:3]=1[C:16]([F:19])([F:18])[F:17].OS(O)(=O)=O.N([O-])=O.[Na+].[BrH:29].